From a dataset of Forward reaction prediction with 1.9M reactions from USPTO patents (1976-2016). Predict the product of the given reaction. (1) Given the reactants Cl.[CH2:2]([N:9]([CH2:19][C:20]1[CH:25]=[CH:24][CH:23]=[CH:22][CH:21]=1)[C:10]1[CH:15]=[C:14]([CH3:16])[C:13]([I:17])=[CH:12][C:11]=1[CH3:18])[C:3]1[CH:8]=[CH:7][CH:6]=[CH:5][CH:4]=1.[OH-].[Na+], predict the reaction product. The product is: [CH2:19]([N:9]([CH2:2][C:3]1[CH:8]=[CH:7][CH:6]=[CH:5][CH:4]=1)[C:10]1[CH:15]=[C:14]([CH3:16])[C:13]([I:17])=[CH:12][C:11]=1[CH3:18])[C:20]1[CH:21]=[CH:22][CH:23]=[CH:24][CH:25]=1. (2) Given the reactants [F:1][C:2]1[CH:10]=[CH:9][CH:8]=[C:7]([O:11][CH3:12])[C:3]=1[C:4]([OH:6])=O.C(Cl)(=O)C(Cl)=O.[OH:19][CH2:20][CH:21]1[NH:26][CH2:25][CH2:24][N:23]([C:27]([O:29][C:30]([CH3:33])([CH3:32])[CH3:31])=[O:28])[CH2:22]1.C(N(CC)CC)C, predict the reaction product. The product is: [F:1][C:2]1[CH:10]=[CH:9][CH:8]=[C:7]([O:11][CH3:12])[C:3]=1[C:4]([N:26]1[CH2:25][CH2:24][N:23]([C:27]([O:29][C:30]([CH3:31])([CH3:32])[CH3:33])=[O:28])[CH2:22][CH:21]1[CH2:20][OH:19])=[O:6].